Task: Predict the reactants needed to synthesize the given product.. Dataset: Full USPTO retrosynthesis dataset with 1.9M reactions from patents (1976-2016) (1) Given the product [I:1][C:2]1[CH:11]=[C:10]2[C:5]([CH:6]=[CH:7][CH:8]=[N+:9]2[O-:17])=[N:4][CH:3]=1, predict the reactants needed to synthesize it. The reactants are: [I:1][C:2]1[CH:3]=[N:4][C:5]2[C:10]([CH:11]=1)=[N:9][CH:8]=[CH:7][CH:6]=2.ClC1C=C(C=CC=1)C(OO)=[O:17].C(=O)([O-])[O-].[Na+].[Na+]. (2) Given the product [CH3:31][CH:30]([CH3:32])[C:29]([NH:28][C:24]1[CH:25]=[CH:26][CH:27]=[C:22]([CH:19]2[CH2:18][CH2:17][N:16]([CH2:15][CH2:14][C@H:13]([NH:12][S:8]([C:5]3[CH:6]=[CH:7][C:2]([CH3:1])=[CH:3][CH:4]=3)(=[O:10])=[O:9])[C:34]3[CH:35]=[CH:36][CH:37]=[CH:38][CH:39]=3)[CH2:21][CH2:20]2)[CH:23]=1)=[O:33], predict the reactants needed to synthesize it. The reactants are: [CH3:1][C:2]1[CH:7]=[CH:6][C:5]([S:8](Cl)(=[O:10])=[O:9])=[CH:4][CH:3]=1.[NH2:12][C@H:13]([C:34]1[CH:39]=[CH:38][CH:37]=[CH:36][CH:35]=1)[CH2:14][CH2:15][N:16]1[CH2:21][CH2:20][CH:19]([C:22]2[CH:23]=[C:24]([NH:28][C:29](=[O:33])[CH:30]([CH3:32])[CH3:31])[CH:25]=[CH:26][CH:27]=2)[CH2:18][CH2:17]1.